This data is from Full USPTO retrosynthesis dataset with 1.9M reactions from patents (1976-2016). The task is: Predict the reactants needed to synthesize the given product. (1) Given the product [CH3:26][C:23]1[CH:22]=[CH:21][C:20]([NH2:24])=[CH:19][C:18]=1[C:17]#[C:16][C:2]1[CH:7]=[N:6][CH:5]=[C:4]2[N:8]([CH3:11])[N:9]=[CH:10][C:3]=12, predict the reactants needed to synthesize it. The reactants are: Br[C:2]1[CH:7]=[N:6][CH:5]=[C:4]2[N:8]([CH3:11])[N:9]=[CH:10][C:3]=12.C[Si]([C:16]#[C:17][C:18]1[CH:19]=[C:20]([NH2:24])[CH:21]=[CH:22][CH:23]=1)(C)C.[F-].[CH2:26]([N+](CCCC)(CCCC)CCCC)CCC. (2) Given the product [CH:32]1([C:9]2[C:8]3[C:12](=[CH:13][C:5]([C:3]([OH:2])=[O:4])=[CH:6][CH:7]=3)[N:11]([CH2:14][C:15]([N:17]3[CH2:22][CH2:21][O:20][CH2:19][CH2:18]3)=[O:16])[C:10]=2[C:23]2[CH:24]=[C:25]3[C:26](=[CH:27][CH:28]=2)[N:29]=[C:50]([C:41]2[CH:42]=[CH:43][C:44]([O:48][CH3:49])=[C:45]([O:46][CH3:47])[C:40]=2[O:39][CH3:38])[CH:51]=[CH:30]3)[CH2:37][CH2:36][CH2:35][CH2:34][CH2:33]1, predict the reactants needed to synthesize it. The reactants are: C[O:2][C:3]([C:5]1[CH:13]=[C:12]2[C:8]([C:9]([CH:32]3[CH2:37][CH2:36][CH2:35][CH2:34][CH2:33]3)=[C:10]([C:23]3[CH:28]=[CH:27][C:26]([NH2:29])=[C:25]([CH:30]=O)[CH:24]=3)[N:11]2[CH2:14][C:15]([N:17]2[CH2:22][CH2:21][O:20][CH2:19][CH2:18]2)=[O:16])=[CH:7][CH:6]=1)=[O:4].[CH3:38][O:39][C:40]1[C:45]([O:46][CH3:47])=[C:44]([O:48][CH3:49])[CH:43]=[CH:42][C:41]=1[C:50](=O)[CH3:51]. (3) Given the product [Br:15][C:16]1[CH:17]=[CH:18][C:19]([F:24])=[C:20]([CH2:21][C:12]2[S:11][C:10]([C:7]3[CH:8]=[CH:9][C:4]([O:3][CH2:1][CH3:2])=[CH:5][CH:6]=3)=[CH:14][CH:13]=2)[CH:23]=1, predict the reactants needed to synthesize it. The reactants are: [CH2:1]([O:3][C:4]1[CH:9]=[CH:8][C:7]([C:10]2[S:11][CH:12]=[CH:13][CH:14]=2)=[CH:6][CH:5]=1)[CH3:2].[Br:15][C:16]1[CH:17]=[CH:18][C:19]([F:24])=[C:20]([CH:23]=1)[CH:21]=O. (4) Given the product [NH2:10][C:9]1[CH:8]=[CH:7][C:6]([N:13]2[CH:17]=[N:16][CH:15]=[N:14]2)=[CH:5][C:4]=1[F:3], predict the reactants needed to synthesize it. The reactants are: [H][H].[F:3][C:4]1[CH:5]=[C:6]([N:13]2[CH:17]=[N:16][CH:15]=[N:14]2)[CH:7]=[CH:8][C:9]=1[N+:10]([O-])=O.